Predict which catalyst facilitates the given reaction. From a dataset of Catalyst prediction with 721,799 reactions and 888 catalyst types from USPTO. (1) Reactant: [CH3:1][O:2][C:3]([C:5]1[O:6][C:7]([C:10](=O)[CH2:11]Br)=[CH:8][CH:9]=1)=[O:4].CC([O-])=O.[Na+].[NH2:19][C:20]([NH2:22])=[S:21]. Product: [CH3:1][O:2][C:3]([C:5]1[O:6][C:7]([C:10]2[N:19]=[C:20]([NH2:22])[S:21][CH:11]=2)=[CH:8][CH:9]=1)=[O:4]. The catalyst class is: 14. (2) Reactant: [F:1][C:2]([F:44])([F:43])[C:3]1[CH:4]=[C:5]([C:13]([CH3:42])([CH3:41])[C:14]([N:16]([CH3:40])[C:17]2[C:18]([C:32]3[CH:37]=[CH:36][C:35]([F:38])=[CH:34][C:33]=3[CH3:39])=[CH:19][C:20]([C@@H:23]3[NH:27][C@H:26]([C:28]([O:30][CH3:31])=[O:29])[CH2:25][CH2:24]3)=[N:21][CH:22]=2)=[O:15])[CH:6]=[C:7]([C:9]([F:12])([F:11])[F:10])[CH:8]=1.[C:45](O[C:45]([O:47][C:48]([CH3:51])([CH3:50])[CH3:49])=[O:46])([O:47][C:48]([CH3:51])([CH3:50])[CH3:49])=[O:46]. Product: [F:44][C:2]([F:1])([F:43])[C:3]1[CH:4]=[C:5]([C:13]([CH3:41])([CH3:42])[C:14]([N:16]([CH3:40])[C:17]2[C:18]([C:32]3[CH:37]=[CH:36][C:35]([F:38])=[CH:34][C:33]=3[CH3:39])=[CH:19][C:20]([C@@H:23]3[N:27]([C:45]([O:47][C:48]([CH3:51])([CH3:50])[CH3:49])=[O:46])[C@H:26]([C:28]([O:30][CH3:31])=[O:29])[CH2:25][CH2:24]3)=[N:21][CH:22]=2)=[O:15])[CH:6]=[C:7]([C:9]([F:11])([F:12])[F:10])[CH:8]=1. The catalyst class is: 2. (3) Reactant: [CH2:1]([O:3][CH2:4][CH2:5][CH2:6][C@H:7]1[CH2:16][CH2:15][C:14]2[CH:13]=[C:12]([C@H:17]3[CH2:26][CH2:25][C@@:19]4([NH:23]C(=O)[O:21][CH2:20]4)[CH2:18]3)[CH:11]=[CH:10][C:9]=2[CH2:8]1)[CH3:2].[OH-].[Na+].C(O)(C(F)(F)F)=O. Product: [NH2:23][C@:19]1([CH2:20][OH:21])[CH2:25][CH2:26][C@H:17]([C:12]2[CH:11]=[CH:10][C:9]3[CH2:8][C@@H:7]([CH2:6][CH2:5][CH2:4][O:3][CH2:1][CH3:2])[CH2:16][CH2:15][C:14]=3[CH:13]=2)[CH2:18]1. The catalyst class is: 376. (4) Reactant: [Br:1]N1C(=O)CCC1=O.[CH3:9][O:10][C:11]1[CH:16]=[C:15]([Si:17]([CH3:20])([CH3:19])[CH3:18])[N:14]2[N:21]=[C:22]([C:24]3[CH:29]=[CH:28][CH:27]=[CH:26][CH:25]=3)[CH:23]=[C:13]2[CH:12]=1.C(=O)(O)[O-].[Na+]. Product: [Br:1][C:23]1[C:22]([C:24]2[CH:29]=[CH:28][CH:27]=[CH:26][CH:25]=2)=[N:21][N:14]2[C:15]([Si:17]([CH3:20])([CH3:19])[CH3:18])=[CH:16][C:11]([O:10][CH3:9])=[CH:12][C:13]=12. The catalyst class is: 10.